Dataset: Full USPTO retrosynthesis dataset with 1.9M reactions from patents (1976-2016). Task: Predict the reactants needed to synthesize the given product. (1) The reactants are: [C:1]([C:5]1[CH:6]=[C:7]([C:15]2[N:20]=[C:19]([N:21]3[CH2:26][CH2:25][N:24](C(OC(C)(C)C)=O)[CH2:23][CH2:22]3)[CH:18]=[CH:17][CH:16]=2)[CH:8]=[C:9]([C:11]([CH3:14])([CH3:13])[CH3:12])[CH:10]=1)([CH3:4])([CH3:3])[CH3:2].FC(F)(F)C(O)=O. Given the product [C:11]([C:9]1[CH:8]=[C:7]([C:15]2[N:20]=[C:19]([N:21]3[CH2:22][CH2:23][NH:24][CH2:25][CH2:26]3)[CH:18]=[CH:17][CH:16]=2)[CH:6]=[C:5]([C:1]([CH3:4])([CH3:3])[CH3:2])[CH:10]=1)([CH3:12])([CH3:13])[CH3:14], predict the reactants needed to synthesize it. (2) Given the product [CH3:1][O:2][C:3]([C:4]1[C:5]([CH3:6])=[N:20][O:17][C:8]=1[C:9]1[CH:14]=[CH:13][C:12]([CH2:15][Cl:16])=[CH:11][CH:10]=1)=[O:18], predict the reactants needed to synthesize it. The reactants are: [CH3:1][O:2][C:3](=[O:18])[CH:4]([C:8](=[O:17])[C:9]1[CH:14]=[CH:13][C:12]([CH2:15][Cl:16])=[CH:11][CH:10]=1)[C:5](=O)[CH3:6].Cl.[NH2:20]O.C([O-])(O)=O.[Na+]. (3) Given the product [Br:13][C:14]1[CH:19]=[CH:18][C:17]([Cl:20])=[C:16]([F:21])[C:15]=1[CH3:1], predict the reactants needed to synthesize it. The reactants are: [CH:1](NC(C)C)(C)C.C([Li])CCC.[Br:13][C:14]1[CH:19]=[CH:18][C:17]([Cl:20])=[C:16]([F:21])[CH:15]=1.IC. (4) Given the product [NH2:14][C:6]1[CH:7]=[C:8]([C:10]([CH3:13])([CH3:12])[CH3:11])[CH:9]=[C:4]([NH2:1])[C:5]=1[S:17][CH2:18][CH2:19][NH:20][C:21]([O:23][C:24]([CH3:27])([CH3:26])[CH3:25])=[O:22], predict the reactants needed to synthesize it. The reactants are: [N+:1]([C:4]1[CH:9]=[C:8]([C:10]([CH3:13])([CH3:12])[CH3:11])[CH:7]=[C:6]([N+:14]([O-])=O)[C:5]=1[S:17][CH2:18][CH2:19][NH:20][C:21]([O:23][C:24]([CH3:27])([CH3:26])[CH3:25])=[O:22])([O-])=O.C([O-])(=O)C.[Na+]. (5) Given the product [Cl:29][C:28]1[C:23]([N:18]2[CH2:17][CH2:16][C:12]3[N:13]=[CH:14][N:15]=[C:10]([NH:9][C:6]4[CH:7]=[CH:8][C:3]([C:2]([F:1])([F:20])[F:21])=[CH:4][CH:5]=4)[C:11]=3[CH2:19]2)=[N:24][CH:25]=[CH:26][CH:27]=1, predict the reactants needed to synthesize it. The reactants are: [F:1][C:2]([F:21])([F:20])[C:3]1[CH:8]=[CH:7][C:6]([NH:9][C:10]2[C:11]3[CH2:19][NH:18][CH2:17][CH2:16][C:12]=3[N:13]=[CH:14][N:15]=2)=[CH:5][CH:4]=1.Cl[C:23]1[C:28]([Cl:29])=[CH:27][CH:26]=[CH:25][N:24]=1.C(N(CC)C(C)C)(C)C. (6) The reactants are: [N+:1]([CH2:4][CH2:5][C:6]([OH:8])=[O:7])([O-:3])=[O:2].[CH2:9](O)[CH3:10]. Given the product [N+:1]([CH2:4][CH2:5][C:6]([O:8][CH2:9][CH3:10])=[O:7])([O-:3])=[O:2], predict the reactants needed to synthesize it. (7) The reactants are: [CH3:1][C:2]1[C:8]([CH3:9])=[CH:7][C:5]([NH2:6])=[C:4]([N+:10]([O-:12])=O)[CH:3]=1.N#[C:14][NH2:15].[CH]Cl.[OH-].[Na+].N([O-])=[O:21].[Na+]. Given the product [OH:21][C:14]1[N:15]=[N+:10]([O-:12])[C:4]2[CH:3]=[C:2]([CH3:1])[C:8]([CH3:9])=[CH:7][C:5]=2[N:6]=1, predict the reactants needed to synthesize it.